From a dataset of TCR-epitope binding with 47,182 pairs between 192 epitopes and 23,139 TCRs. Binary Classification. Given a T-cell receptor sequence (or CDR3 region) and an epitope sequence, predict whether binding occurs between them. The epitope is KPLEFGATSAAL. The TCR CDR3 sequence is CASIKLPSYEQYF. Result: 0 (the TCR does not bind to the epitope).